Dataset: Peptide-MHC class II binding affinity with 134,281 pairs from IEDB. Task: Regression. Given a peptide amino acid sequence and an MHC pseudo amino acid sequence, predict their binding affinity value. This is MHC class II binding data. The peptide sequence is APYHFDLSGHAFGAM. The MHC is DRB3_0101 with pseudo-sequence DRB3_0101. The binding affinity (normalized) is 0.660.